Predict the reaction yield, written as a fraction of the theoretical maximum amount of product (1.0 means a 100% yield; for example, 0.34 means a 34% yield). From a dataset of Reaction yield outcomes from USPTO patents with 853,638 reactions. (1) The reactants are [C:1]([O:5][C:6]([N:8]1[CH2:13][C@H:12]([CH2:14][OH:15])[N:11]([CH2:16][C:17]([N:19]2[C:27]3[C:22](=[CH:23][CH:24]=[C:25]([Cl:28])[CH:26]=3)[C:21]([CH3:30])([CH3:29])[CH2:20]2)=[O:18])[CH2:10][C@H:9]1[CH3:31])=[O:7])([CH3:4])([CH3:3])[CH3:2].[H-].[Na+].[CH3:34]I. The catalyst is CN(C=O)C. The product is [C:1]([O:5][C:6]([N:8]1[CH2:13][C@H:12]([CH2:14][O:15][CH3:34])[N:11]([CH2:16][C:17]([N:19]2[C:27]3[C:22](=[CH:23][CH:24]=[C:25]([Cl:28])[CH:26]=3)[C:21]([CH3:30])([CH3:29])[CH2:20]2)=[O:18])[CH2:10][C@H:9]1[CH3:31])=[O:7])([CH3:4])([CH3:2])[CH3:3]. The yield is 0.190. (2) The reactants are [CH3:1][C:2]1[CH:11]=[CH:10][CH:9]=[C:8]2[C:3]=1[CH2:4][CH2:5][C:6]([NH2:15])([C:12]([OH:14])=[O:13])[CH2:7]2.C(N(CC)CC)C.[C:23](=O)([O:39]N1C(=O)CCC1=O)[O:24][CH2:25][CH:26]1[C:38]2[CH:37]=[CH:36][CH:35]=[CH:34][C:33]=2[C:32]2[C:27]1=[CH:28][CH:29]=[CH:30][CH:31]=2. The catalyst is C(#N)C.O. The product is [C:23]([CH:7]1[C:8]2[C:3](=[C:2]([CH3:1])[CH:11]=[CH:10][CH:9]=2)[CH2:4][CH2:5][C:6]1([NH2:15])[C:12]([OH:14])=[O:13])([O:24][CH2:25][CH:26]1[C:27]2[C:32](=[CH:31][CH:30]=[CH:29][CH:28]=2)[C:33]2[C:38]1=[CH:37][CH:36]=[CH:35][CH:34]=2)=[O:39]. The yield is 0.740. (3) The product is [NH2:15][C:13]1[CH:12]=[C:7]([CH:6]=[C:5]([C:3]([NH:2][CH3:1])=[O:4])[CH:14]=1)[C:8]([O:10][CH3:11])=[O:9]. The yield is 0.483. The catalyst is C(O)C.[Pd]. The reactants are [CH3:1][NH:2][C:3]([C:5]1[CH:6]=[C:7]([CH:12]=[C:13]([N+:15]([O-])=O)[CH:14]=1)[C:8]([O:10][CH3:11])=[O:9])=[O:4].C([O-])=O.[NH4+].